Dataset: Catalyst prediction with 721,799 reactions and 888 catalyst types from USPTO. Task: Predict which catalyst facilitates the given reaction. (1) Reactant: [C:1]1([N:7]2[C:11]3[CH:12]=[CH:13][C:14]([NH:16][S:17]([C:20]4[CH:25]=[CH:24][C:23]([F:26])=[CH:22][CH:21]=4)(=[O:19])=[O:18])=[CH:15][C:10]=3[N:9]=[C:8]2[C:27]2[CH:32]=[CH:31][CH:30]=[CH:29][CH:28]=2)[CH:6]=[CH:5][CH:4]=[CH:3][CH:2]=1.[H-].[Na+].[CH3:35][O:36][C:37](=[O:44])[CH2:38][CH2:39][CH2:40][CH2:41][CH2:42]Br.O. Product: [CH3:35][O:36][C:37](=[O:44])[CH2:38][CH2:39][CH2:40][CH2:41][CH2:42][N:16]([S:17]([C:20]1[CH:25]=[CH:24][C:23]([F:26])=[CH:22][CH:21]=1)(=[O:19])=[O:18])[C:14]1[CH:13]=[CH:12][C:11]2[N:7]([C:1]3[CH:6]=[CH:5][CH:4]=[CH:3][CH:2]=3)[C:8]([C:27]3[CH:28]=[CH:29][CH:30]=[CH:31][CH:32]=3)=[N:9][C:10]=2[CH:15]=1. The catalyst class is: 9. (2) Reactant: [Cl:1][C:2]1(C2C=CC=C(C(=O)NC)C=2)[CH:7]=[CH:6][C:5]([N:8]([C:12]2[CH:17]=[CH:16][CH:15]=[CH:14][C:13]=2[C:18]([F:21])([F:20])[F:19])[C:9](=[O:11])[NH2:10])=[C:4](NC(O)=O)[CH2:3]1.[CH3:36][NH:37][C:38]([C:40]1[CH:41]=[C:42]([CH:44]=[CH:45][CH:46]=1)[NH2:43])=[O:39].C1C=CC2N(O)N=NC=2C=1.O.CN1CC[O:62][CH2:61]C1. Product: [Cl:1][C:2]1([C:61](=[O:62])[NH:43][C:42]2[CH:44]=[CH:45][CH:46]=[C:40]([C:38](=[O:39])[NH:37][CH3:36])[CH:41]=2)[CH:7]=[CH:6][C:5]([N:8]([C:12]2[CH:17]=[CH:16][CH:15]=[CH:14][C:13]=2[C:18]([F:19])([F:21])[F:20])[C:9](=[O:11])[NH2:10])=[CH:4][CH2:3]1. The catalyst class is: 18. (3) The catalyst class is: 33. Product: [F:1][C:2]1[CH:7]=[C:6]([N+:8]([O-:10])=[O:9])[C:5]([F:11])=[CH:4][C:3]=1[CH:12]([CH3:16])[C:13]([O:15][CH3:17])=[O:14]. Reactant: [F:1][C:2]1[CH:7]=[C:6]([N+:8]([O-:10])=[O:9])[C:5]([F:11])=[CH:4][C:3]=1[CH:12]([CH3:16])[C:13]([OH:15])=[O:14].[CH3:17]O. (4) Reactant: [C:1]([C:5]1[CH:6]=[C:7]([N+:18]([O-])=O)[C:8]([O:16][CH3:17])=[C:9]([C:11]2[NH:15][N:14]=[N:13][CH:12]=2)[CH:10]=1)([CH3:4])([CH3:3])[CH3:2].[NH4+].[Cl-]. Product: [C:1]([C:5]1[CH:10]=[C:9]([C:11]2[NH:15][N:14]=[N:13][CH:12]=2)[C:8]([O:16][CH3:17])=[C:7]([CH:6]=1)[NH2:18])([CH3:4])([CH3:2])[CH3:3]. The catalyst class is: 190. (5) Reactant: [NH2:1][C:2]1[C:3]([CH3:13])=[C:4]([CH:9]=[C:10]([Br:12])[CH:11]=1)[C:5]([O:7][CH3:8])=[O:6].[CH3:14][N:15]1[CH2:20][CH2:19][C:18](=O)[CH2:17][CH2:16]1.C(O)(=O)C.C([BH3-])#N.[Na+]. Product: [Br:12][C:10]1[CH:11]=[C:2]([NH:1][CH:18]2[CH2:19][CH2:20][N:15]([CH3:14])[CH2:16][CH2:17]2)[C:3]([CH3:13])=[C:4]([CH:9]=1)[C:5]([O:7][CH3:8])=[O:6]. The catalyst class is: 5. (6) Reactant: C[O:2][C:3]1[CH:16]=[CH:15][C:14]2[S:13][C:12]3[C:7](=[CH:8][CH:9]=[CH:10][CH:11]=3)[NH:6][C:5]=2[CH:4]=1.[Cl-].[NH+]1C=CC=CC=1.O. Product: [CH:4]1[C:5]2[NH:6][C:7]3[C:12](=[CH:11][CH:10]=[CH:9][CH:8]=3)[S:13][C:14]=2[CH:15]=[CH:16][C:3]=1[OH:2]. The catalyst class is: 13. (7) Reactant: Cl.[CH:2]1[CH:3]=[CH:4][C:5]([CH:8]([N:16]2[CH2:21][CH2:20][N:19]([CH2:22][CH2:23][O:24][CH2:25][C:26]([OH:28])=[O:27])[CH2:18][CH2:17]2)[C:9]2[CH:10]=[CH:11][C:12]([Cl:15])=[CH:13][CH:14]=2)=[CH:6][CH:7]=1.Cl.Cl. Product: [CH:2]1[CH:3]=[CH:4][C:5]([CH:8]([N:16]2[CH2:21][CH2:20][N:19]([CH2:22][CH2:23][O:24][CH2:25][C:26]([OH:28])=[O:27])[CH2:18][CH2:17]2)[C:9]2[CH:10]=[CH:11][C:12]([Cl:15])=[CH:13][CH:14]=2)=[CH:6][CH:7]=1. The catalyst class is: 6.